This data is from Full USPTO retrosynthesis dataset with 1.9M reactions from patents (1976-2016). The task is: Predict the reactants needed to synthesize the given product. (1) Given the product [CH2:1]([O:8][C:9]1[C:10]([CH:23]=[O:24])=[CH:11][C:12]([O:21][CH3:22])=[C:13]([CH:14]=1)[N:15]([CH2:19][CH3:20])[CH2:16][CH3:17])[C:2]1[CH:7]=[CH:6][CH:5]=[CH:4][CH:3]=1, predict the reactants needed to synthesize it. The reactants are: [CH2:1]([O:8][C:9]1[CH:10]=[CH:11][C:12]([O:21][CH3:22])=[C:13]([N:15]([CH2:19][CH3:20])[C:16](=O)[CH3:17])[CH:14]=1)[C:2]1[CH:7]=[CH:6][CH:5]=[CH:4][CH:3]=1.[CH3:23][OH:24]. (2) Given the product [NH2:35][C:27]1[C:26]2[N:36]=[C:23]([CH2:22][O:8][N:9]3[C:10](=[O:19])[C:11]4[C:12](=[CH:15][CH:16]=[CH:17][CH:18]=4)[C:13]3=[O:14])[S:24][C:25]=2[C:34]2[CH:33]=[CH:32][CH:31]=[CH:30][C:29]=2[N:28]=1, predict the reactants needed to synthesize it. The reactants are: C(N(CC)CC)C.[OH:8][N:9]1[C:13](=[O:14])[C:12]2=[CH:15][CH:16]=[CH:17][CH:18]=[C:11]2[C:10]1=[O:19].Cl.Cl[CH2:22][C:23]1[S:24][C:25]2[C:34]3[CH:33]=[CH:32][CH:31]=[CH:30][C:29]=3[N:28]=[C:27]([NH2:35])[C:26]=2[N:36]=1. (3) Given the product [C:22]1([C:29]2[CH:34]=[CH:33][CH:32]=[CH:31][CH:30]=2)[CH:23]=[CH:24][C:25]([NH:28][C:7](=[O:9])[C:6]2[CH:10]=[CH:11][C:3]([O:2][CH3:1])=[C:4]([NH:12][C:13](=[O:21])[CH2:14][N:15]3[CH2:20][CH2:19][O:18][CH2:17][CH2:16]3)[CH:5]=2)=[CH:26][CH:27]=1, predict the reactants needed to synthesize it. The reactants are: [CH3:1][O:2][C:3]1[CH:11]=[CH:10][C:6]([C:7]([OH:9])=O)=[CH:5][C:4]=1[NH:12][C:13](=[O:21])[CH2:14][N:15]1[CH2:20][CH2:19][O:18][CH2:17][CH2:16]1.[C:22]1([C:29]2[CH:34]=[CH:33][CH:32]=[CH:31][CH:30]=2)[CH:27]=[CH:26][C:25]([NH2:28])=[CH:24][CH:23]=1.C(N(C(C)C)CC)(C)C.F[P-](F)(F)(F)(F)F.N1(O[P+](N2CCCC2)(N2CCCC2)N2CCCC2)C2C=CC=CC=2N=N1. (4) Given the product [CH2:1]([O:3][C:4](=[O:17])[CH:5]([O:14][CH2:15][CH3:16])[CH2:6][C:7]1[CH:8]=[CH:9][C:10]([OH:13])=[CH:11][C:12]=1[CH3:19])[CH3:2], predict the reactants needed to synthesize it. The reactants are: [CH2:1]([O:3][C:4](=[O:17])[CH:5]([O:14][CH2:15][CH3:16])[CH2:6][C:7]1[CH:12]=[CH:11][C:10]([OH:13])=[CH:9][CH:8]=1)[CH3:2].O[C:19]1C=CC(C=O)=CC=1. (5) Given the product [CH3:59][O:60][C:61]([C:63]1[CH:68]=[CH:67][CH:66]=[C:65]([C:69]2[CH:70]=[N:71][N:72]([CH2:74][CH2:75][CH2:76][CH2:77][CH2:78][CH2:79][NH:80][C:23]([C:17]3[C:18]([N+:20]([O-:22])=[O:21])=[CH:19][N:15]([CH:12]4[CH2:13][CH2:14][N:9]([C:7]([O:6][C:2]([CH3:5])([CH3:3])[CH3:4])=[O:8])[CH2:10][CH2:11]4)[N:16]=3)=[O:24])[CH:73]=2)[N:64]=1)=[O:62], predict the reactants needed to synthesize it. The reactants are: [Li].[C:2]([O:6][C:7]([N:9]1[CH2:14][CH2:13][CH:12]([N:15]2[CH:19]=[C:18]([N+:20]([O-:22])=[O:21])[C:17]([C:23](O)=[O:24])=[N:16]2)[CH2:11][CH2:10]1)=[O:8])([CH3:5])([CH3:4])[CH3:3].CN(C(ON1N=NC2C=CC=NC1=2)=[N+](C)C)C.F[P-](F)(F)(F)(F)F.C(N(C(C)C)C(C)C)C.[CH3:59][O:60][C:61]([C:63]1[CH:68]=[CH:67][CH:66]=[C:65]([C:69]2[CH:70]=[N:71][N:72]([CH2:74][CH2:75][CH2:76][CH2:77][CH2:78][CH2:79][NH2:80])[CH:73]=2)[N:64]=1)=[O:62]. (6) Given the product [CH2:22]([N:8]([CH2:1][C:2]1[CH:3]=[CH:4][CH:5]=[CH:6][CH:7]=1)[CH:9]([CH:13]([O:21][C:32]1[CH:37]=[CH:36][C:35]([F:38])=[CH:34][C:33]=1[N+:39]([O-:41])=[O:40])[CH2:14][C:15]1[CH:16]=[CH:17][CH:18]=[CH:19][CH:20]=1)[C:10]([OH:12])=[O:11])[C:23]1[CH:28]=[CH:27][CH:26]=[CH:25][CH:24]=1, predict the reactants needed to synthesize it. The reactants are: [CH2:1]([N:8]([CH2:22][C:23]1[CH:28]=[CH:27][CH:26]=[CH:25][CH:24]=1)[CH:9]([CH:13]([OH:21])[CH2:14][C:15]1[CH:20]=[CH:19][CH:18]=[CH:17][CH:16]=1)[C:10]([OH:12])=[O:11])[C:2]1[CH:7]=[CH:6][CH:5]=[CH:4][CH:3]=1.[H-].[Na+].F[C:32]1[CH:37]=[CH:36][C:35]([F:38])=[CH:34][C:33]=1[N+:39]([O-:41])=[O:40].Cl. (7) The reactants are: [O:1]1[CH2:6][CH2:5][N:4]([CH2:7][C:8]([OH:10])=O)[CH2:3][CH2:2]1.[C:11]([O:15][C:16](=[O:34])[C@@H:17]([NH:28][C:29](=[O:33])[C@@H:30]([NH2:32])[CH3:31])[CH2:18][C:19]1[C:27]2[C:22](=[CH:23][CH:24]=[CH:25][CH:26]=2)[NH:21][CH:20]=1)([CH3:14])([CH3:13])[CH3:12].C(N(CC)C(C)C)(C)C.CN(C(ON1N=NC2C=CC=NC1=2)=[N+](C)C)C.F[P-](F)(F)(F)(F)F. Given the product [C:11]([O:15][C:16](=[O:34])[C@@H:17]([NH:28][C:29](=[O:33])[C@@H:30]([NH:32][C:8](=[O:10])[CH2:7][N:4]1[CH2:3][CH2:2][O:1][CH2:6][CH2:5]1)[CH3:31])[CH2:18][C:19]1[C:27]2[C:22](=[CH:23][CH:24]=[CH:25][CH:26]=2)[NH:21][CH:20]=1)([CH3:12])([CH3:13])[CH3:14], predict the reactants needed to synthesize it. (8) Given the product [CH3:6][N:7]([CH:10]=[C:14]1[C:15]2[C:16](=[N:17][CH:18]=[CH:19][CH:20]=2)[NH:12][C:13]1=[O:21])[CH3:8], predict the reactants needed to synthesize it. The reactants are: P(Cl)(Cl)(Cl)=O.[CH3:6][N:7]([CH3:10])[CH:8]=O.Cl.[NH:12]1[C:16]2=[N:17][CH:18]=[CH:19][CH:20]=[C:15]2[CH2:14][C:13]1=[O:21]. (9) Given the product [CH2:1]([O:3][C:4](=[O:20])[CH2:5][C@@H:6]([NH:10][C:11]1[CH:16]=[CH:15][CH:14]=[CH:13][C:12]=1[NH2:17])[CH2:7][CH2:8][CH3:9])[CH3:2], predict the reactants needed to synthesize it. The reactants are: [CH2:1]([O:3][C:4](=[O:20])[CH2:5][C@@H:6]([NH:10][C:11]1[CH:16]=[CH:15][CH:14]=[CH:13][C:12]=1[N+:17]([O-])=O)[CH2:7][CH2:8][CH3:9])[CH3:2].